From a dataset of Reaction yield outcomes from USPTO patents with 853,638 reactions. Predict the reaction yield, written as a fraction of the theoretical maximum amount of product (1.0 means a 100% yield; for example, 0.34 means a 34% yield). (1) The reactants are [CH3:1][O:2][CH2:3][C@H:4]([CH3:31])[O:5][C:6]1[CH:7]=[C:8]([C:23]2[NH:27][C:26]([C:28]([OH:30])=O)=[CH:25][CH:24]=2)[CH:9]=[C:10]([O:12][C:13]2[CH:14]=[N:15][C:16]([S:19]([CH3:22])(=[O:21])=[O:20])=[CH:17][CH:18]=2)[CH:11]=1.[NH2:32][C@H:33]([CH3:48])[C@H:34]([OH:47])[CH2:35][O:36][Si:37]([CH:44]([CH3:46])[CH3:45])([CH:41]([CH3:43])[CH3:42])[CH:38]([CH3:40])[CH3:39].C1C=CC2N(O)N=NC=2C=1.O.CN1CCOCC1.CCN=C=NCCCN(C)C.Cl. The catalyst is CN(C)C=O.[Cl-].[Na+].O. The product is [OH:47][C@H:34]([CH2:35][O:36][Si:37]([CH:44]([CH3:46])[CH3:45])([CH:38]([CH3:40])[CH3:39])[CH:41]([CH3:42])[CH3:43])[C@H:33]([NH:32][C:28]([C:26]1[NH:27][C:23]([C:8]2[CH:9]=[C:10]([O:12][C:13]3[CH:14]=[N:15][C:16]([S:19]([CH3:22])(=[O:20])=[O:21])=[CH:17][CH:18]=3)[CH:11]=[C:6]([O:5][C@@H:4]([CH3:31])[CH2:3][O:2][CH3:1])[CH:7]=2)=[CH:24][CH:25]=1)=[O:30])[CH3:48]. The yield is 0.910. (2) The reactants are [Cl:1][C:2]1[CH:17]=[CH:16][C:5]([O:6][C:7]2[CH:12]=[CH:11][C:10]([CH2:13][CH2:14][NH2:15])=[CH:9][CH:8]=2)=[CH:4][C:3]=1[C:18]([F:21])([F:20])[F:19].CS[C:24]1[NH:25][CH:26]=[C:27]([CH2:31][C:32]2[CH:37]=[CH:36][N:35]=[N:34][CH:33]=2)[C:28](=[O:30])[N:29]=1. The catalyst is C(O)C. The product is [Cl:1][C:2]1[CH:17]=[CH:16][C:5]([O:6][C:7]2[CH:12]=[CH:11][C:10]([CH2:13][CH2:14][NH:15][C:24]3[NH:25][CH:26]=[C:27]([CH2:31][C:32]4[CH:37]=[CH:36][N:35]=[N:34][CH:33]=4)[C:28](=[O:30])[N:29]=3)=[CH:9][CH:8]=2)=[CH:4][C:3]=1[C:18]([F:19])([F:20])[F:21]. The yield is 0.430. (3) The reactants are [NH2:1][CH2:2][CH2:3][O:4][C@@H:5]([C:19]1[CH:24]=[CH:23][C:22]([F:25])=[C:21]([Cl:26])[CH:20]=1)[C@@H:6]1[CH2:11][CH2:10][CH2:9][N:8]([C:12]([O:14][C:15]([CH3:18])([CH3:17])[CH3:16])=[O:13])[CH2:7]1.CCN(CC)CC.Cl[C:35]([O:37][CH3:38])=[O:36].O. The catalyst is CN(C1C=CN=CC=1)C.C(Cl)Cl. The product is [Cl:26][C:21]1[CH:20]=[C:19]([C@H:5]([O:4][CH2:3][CH2:2][NH:1][C:35]([O:37][CH3:38])=[O:36])[C@@H:6]2[CH2:11][CH2:10][CH2:9][N:8]([C:12]([O:14][C:15]([CH3:18])([CH3:17])[CH3:16])=[O:13])[CH2:7]2)[CH:24]=[CH:23][C:22]=1[F:25]. The yield is 0.0430. (4) The reactants are Cl.[NH:2]([C:4]1[CH:9]=[C:8]([C:10]#[N:11])[CH:7]=[CH:6][N:5]=1)[NH2:3].[F:12][C:13]1[CH:14]=[C:15]([C:20](=O)/[CH:21]=[CH:22]/N(C)C)[CH:16]=[CH:17][C:18]=1[F:19]. No catalyst specified. The product is [F:12][C:13]1[CH:14]=[C:15]([C:20]2[N:2]([C:4]3[CH:9]=[C:8]([C:10]#[N:11])[CH:7]=[CH:6][N:5]=3)[N:3]=[CH:22][CH:21]=2)[CH:16]=[CH:17][C:18]=1[F:19]. The yield is 0.830. (5) The reactants are [NH2:1][C:2]1[N:3]=[C:4]([OH:23])[C:5]2[CH:11]=[CH:10][C:9]([C:12]3[C:17]([C:18]([F:21])([F:20])[F:19])=[CH:16][CH:15]=[CH:14][C:13]=3[F:22])=[N:8][C:6]=2[N:7]=1.[CH3:24][C:25]([CH3:36])([CH3:35])[C:26](O[C:26](=[O:27])[C:25]([CH3:36])([CH3:35])[CH3:24])=[O:27]. The catalyst is N1C=CC=CC=1. The product is [F:22][C:13]1[CH:14]=[CH:15][CH:16]=[C:17]([C:18]([F:20])([F:21])[F:19])[C:12]=1[C:9]1[CH:10]=[CH:11][C:5]2[C:4]([OH:23])=[N:3][C:2]([NH:1][C:26](=[O:27])[C:25]([CH3:36])([CH3:35])[CH3:24])=[N:7][C:6]=2[N:8]=1. The yield is 0.520. (6) The reactants are [Cl:1][C:2]1[CH:11]=[C:10]([C:12]2[CH:17]=[CH:16][CH:15]=[CH:14][C:13]=2[CH3:18])[C:5]([C:6]([NH:8][CH3:9])=[O:7])=[CH:4][N:3]=1.C[Si](C)(C)[N-][Si](C)(C)C.[K+].[F:29][C:30]([F:44])([F:43])[C:31]1[CH:32]=[C:33]([CH:36]=[C:37]([C:39]([F:42])([F:41])[F:40])[CH:38]=1)[CH2:34]Br. The catalyst is O1CCCC1. The product is [F:29][C:30]([F:44])([F:43])[C:31]1[CH:32]=[C:33]([CH:36]=[C:37]([C:39]([F:42])([F:41])[F:40])[CH:38]=1)[CH2:34][N:8]([CH3:9])[C:6](=[O:7])[C:5]1[C:10]([C:12]2[CH:17]=[CH:16][CH:15]=[CH:14][C:13]=2[CH3:18])=[CH:11][C:2]([Cl:1])=[N:3][CH:4]=1. The yield is 0.985. (7) The reactants are [H-].[Na+].Cl[C:4]1[CH:9]=[CH:8][C:7]([C:10]([F:13])([F:12])[F:11])=[CH:6][N:5]=1.[CH3:14][C:15]([C:17]1[CH:22]=[CH:21][C:20]([F:23])=[C:19]([Cl:24])[CH:18]=1)=O.[OH-:25].[Na+].Cl.[NH2:28]O. The catalyst is COCCOC.O.CO. The product is [Cl:24][C:19]1[CH:18]=[C:17]([C:15](=[N:28][OH:25])[CH2:14][C:4]2[CH:9]=[CH:8][C:7]([C:10]([F:13])([F:12])[F:11])=[CH:6][N:5]=2)[CH:22]=[CH:21][C:20]=1[F:23]. The yield is 0.850. (8) The reactants are [CH:1]([S:4]([C:7]1[CH:22]=[CH:21][C:20]([N+:23]([O-])=O)=[CH:19][C:8]=1[CH2:9][N:10]([CH3:18])[C:11](=[O:17])[O:12][C:13]([CH3:16])([CH3:15])[CH3:14])(=[O:6])=[O:5])([CH3:3])[CH3:2]. The catalyst is [Pd].CO. The product is [NH2:23][C:20]1[CH:21]=[CH:22][C:7]([S:4]([CH:1]([CH3:3])[CH3:2])(=[O:6])=[O:5])=[C:8]([CH:19]=1)[CH2:9][N:10]([CH3:18])[C:11](=[O:17])[O:12][C:13]([CH3:14])([CH3:15])[CH3:16]. The yield is 0.910.